Regression. Given two drug SMILES strings and cell line genomic features, predict the synergy score measuring deviation from expected non-interaction effect. From a dataset of NCI-60 drug combinations with 297,098 pairs across 59 cell lines. Drug 2: CC12CCC3C(C1CCC2OP(=O)(O)O)CCC4=C3C=CC(=C4)OC(=O)N(CCCl)CCCl.[Na+]. Cell line: LOX IMVI. Synergy scores: CSS=4.08, Synergy_ZIP=0.316, Synergy_Bliss=-11.0, Synergy_Loewe=-18.4, Synergy_HSA=-11.9. Drug 1: C(CC(=O)O)C(=O)CN.Cl.